Predict the reaction yield, written as a fraction of the theoretical maximum amount of product (1.0 means a 100% yield; for example, 0.34 means a 34% yield). From a dataset of Reaction yield outcomes from USPTO patents with 853,638 reactions. (1) The reactants are C([Li])(C)(C)C.Br[C:7]1[CH:20]=[CH:19][C:10]([CH2:11][N:12]2[CH2:17][CH2:16][N:15]([CH3:18])[CH2:14][CH2:13]2)=[CH:9][CH:8]=1.B(OCCCC)(OCCCC)OCCCC.Cl.C(=O)([O-])[O-].[Na+].[Na+].Br[C:45]1[CH:46]=[C:47]2[C:53]([C:54]([O:56][CH3:57])=[O:55])=[CH:52][NH:51][C:48]2=[N:49][CH:50]=1.[OH-].[K+]. The catalyst is O1CCCC1. The product is [CH3:18][N:15]1[CH2:16][CH2:17][N:12]([CH2:11][C:10]2[CH:19]=[CH:20][C:7]([C:45]3[CH:46]=[C:47]4[C:53]([C:54]([O:56][CH3:57])=[O:55])=[CH:52][NH:51][C:48]4=[N:49][CH:50]=3)=[CH:8][CH:9]=2)[CH2:13][CH2:14]1. The yield is 0.110. (2) The reactants are [Cl:1][C:2]1[CH:3]=[CH:4][C:5]2[C:11]3[N:12](CC4C=CC(OC)=CC=4OC)[C:13](=[O:19])[C:14]([C:16]([OH:18])=[O:17])=[CH:15][C:10]=3[CH2:9][CH2:8][O:7][C:6]=2[CH:31]=1.CC([O-])(C)C.[Na+].[CH3:38][N:39]([CH3:45])[CH:40]1[CH2:44][CH2:43][NH:42][CH2:41]1.Cl. The catalyst is C(O)(C(F)(F)F)=O.CC(O)=O.CC(P(C(C)(C)C)C1C(C2[C-]=CC=CC=2)=CC=CC=1)(C)C.[Pd]. The product is [ClH:1].[CH3:38][N:39]([CH3:45])[CH:40]1[CH2:44][CH2:43][N:42]([C:2]2[CH:3]=[CH:4][C:5]3[C:11]4[NH:12][C:13](=[O:19])[C:14]([C:16]([OH:18])=[O:17])=[CH:15][C:10]=4[CH2:9][CH2:8][O:7][C:6]=3[CH:31]=2)[CH2:41]1. The yield is 0.620. (3) The reactants are [I:1]/[CH:2]=[CH:3]/[CH2:4][OH:5].N#N.N1C=CN=C1.Cl[Si:14]([CH:21]([CH3:23])[CH3:22])([CH:18]([CH3:20])[CH3:19])[CH:15]([CH3:17])[CH3:16]. The catalyst is C(Cl)Cl. The product is [I:1]/[CH:2]=[CH:3]/[CH2:4][O:5][Si:14]([CH:21]([CH3:23])[CH3:22])([CH:18]([CH3:20])[CH3:19])[CH:15]([CH3:17])[CH3:16]. The yield is 0.580. (4) The reactants are [CH3:1][NH:2][C:3](=[O:17])[C:4]1[CH:9]=[C:8]([C:10]#[N:11])[C:7]([CH2:12]O)=[CH:6][C:5]=1[N:14]([CH3:16])[CH3:15].N12CCCN=C1CCCCC2.C1(P([N:43]=[N+:44]=[N-:45])(C2C=CC=CC=2)=O)C=CC=CC=1. The catalyst is O1CCCC1. The product is [CH3:1][NH:2][C:3](=[O:17])[C:4]1[CH:9]=[C:8]([C:10]#[N:11])[C:7]([CH2:12][N:43]=[N+:44]=[N-:45])=[CH:6][C:5]=1[N:14]([CH3:16])[CH3:15]. The yield is 0.800.